From a dataset of Forward reaction prediction with 1.9M reactions from USPTO patents (1976-2016). Predict the product of the given reaction. (1) The product is: [Cl:1][C:2]1[CH:3]=[C:4]([S:9]([N:29]2[CH2:30][CH2:31][CH:15]([CH2:16][NH:19][C:20](=[O:26])[O:21][C:22]([CH3:25])([CH3:24])[CH3:23])[CH2:33][CH2:32]2)(=[O:11])=[O:10])[CH:5]=[CH:6][C:7]=1[Cl:8]. Given the reactants [Cl:1][C:2]1[CH:3]=[C:4]([S:9](Cl)(=[O:11])=[O:10])[CH:5]=[CH:6][C:7]=1[Cl:8].N1CC[CH:16]([NH:19][C:20](=[O:26])[O:21][C:22]([CH3:25])([CH3:24])[CH3:23])[CH2:15]C1.C([N:29]([CH2:32][CH3:33])[CH2:30][CH3:31])C.CO, predict the reaction product. (2) Given the reactants [Cl:1][C:2]1[CH:3]=[C:4]([C:12]([O:14][NH:15][C:16](=[NH:44])[C:17]2[CH:18]=[CH:19][C:20]([CH2:36][CH2:37][CH2:38][C:39]([O:41][CH2:42][CH3:43])=[O:40])=[C:21]3[C:25]=2[N:24]([S:26]([C:29]2[CH:34]=[CH:33][C:32]([CH3:35])=[CH:31][CH:30]=2)(=[O:28])=[O:27])[CH:23]=[CH:22]3)=O)[CH:5]=[CH:6][C:7]=1[O:8][CH:9]([CH3:11])[CH3:10].CCOC(C)=O, predict the reaction product. The product is: [Cl:1][C:2]1[CH:3]=[C:4]([C:12]2[O:14][N:15]=[C:16]([C:17]3[CH:18]=[CH:19][C:20]([CH2:36][CH2:37][CH2:38][C:39]([O:41][CH2:42][CH3:43])=[O:40])=[C:21]4[C:25]=3[N:24]([S:26]([C:29]3[CH:34]=[CH:33][C:32]([CH3:35])=[CH:31][CH:30]=3)(=[O:28])=[O:27])[CH:23]=[CH:22]4)[N:44]=2)[CH:5]=[CH:6][C:7]=1[O:8][CH:9]([CH3:11])[CH3:10]. (3) Given the reactants [C:1]1([CH2:7][C:8]([C:10]2[CH:23]=[CH:22][C:13]([CH2:14][N:15]3[CH2:18][CH:17]([C:19]([OH:21])=[O:20])[CH2:16]3)=[CH:12][CH:11]=2)=O)[CH:6]=[CH:5][CH:4]=[CH:3][CH:2]=1.CCO, predict the reaction product. The product is: [CH2:8]([C:10]1[CH:23]=[CH:22][C:13]([CH2:14][N:15]2[CH2:16][CH:17]([C:19]([OH:21])=[O:20])[CH2:18]2)=[CH:12][CH:11]=1)[CH2:7][C:1]1[CH:2]=[CH:3][CH:4]=[CH:5][CH:6]=1. (4) Given the reactants [Cl:1][C:2]1[N:3]=[C:4]([N:12]2[CH2:17][CH2:16][O:15][CH2:14][CH2:13]2)[C:5]2[S:10][C:9]([NH2:11])=[CH:8][C:6]=2[N:7]=1.[CH3:18][C:19]([O:22][C:23](O[C:23]([O:22][C:19]([CH3:21])([CH3:20])[CH3:18])=[O:24])=[O:24])([CH3:21])[CH3:20].[H-].[Na+], predict the reaction product. The product is: [Cl:1][C:2]1[N:3]=[C:4]([N:12]2[CH2:17][CH2:16][O:15][CH2:14][CH2:13]2)[C:5]2[S:10][C:9]([NH:11][C:23](=[O:24])[O:22][C:19]([CH3:21])([CH3:20])[CH3:18])=[CH:8][C:6]=2[N:7]=1. (5) The product is: [CH2:1]([O:8][C@@H:9]1[C@H:13]([O:14][CH2:15][C:16]2[CH:21]=[CH:20][CH:19]=[CH:18][CH:17]=2)[C@@H:12]([CH2:22][O:23][CH2:24][C:25]2[CH:30]=[CH:29][CH:28]=[CH:27][CH:26]=2)[O:11][CH:10]1[C:31](=[CH:34][N:35]([CH3:37])[CH3:36])[C:32]#[N:33])[C:2]1[CH:7]=[CH:6][CH:5]=[CH:4][CH:3]=1. Given the reactants [CH2:1]([O:8][C@@H:9]1[C@H:13]([O:14][CH2:15][C:16]2[CH:21]=[CH:20][CH:19]=[CH:18][CH:17]=2)[C@@H:12]([CH2:22][O:23][CH2:24][C:25]2[CH:30]=[CH:29][CH:28]=[CH:27][CH:26]=2)[O:11][CH:10]1[CH2:31][C:32]#[N:33])[C:2]1[CH:7]=[CH:6][CH:5]=[CH:4][CH:3]=1.[CH3:34][N:35]([CH:37]=O)[CH3:36].C(OC(N(C)C)N(C)C)(C)(C)C, predict the reaction product.